Dataset: Forward reaction prediction with 1.9M reactions from USPTO patents (1976-2016). Task: Predict the product of the given reaction. (1) Given the reactants [Cl:1][C:2]1[CH:7]=[CH:6][C:5]([C@@:8]2([OH:31])[CH2:13][CH2:12][NH:11][CH2:10][C@@H:9]2[O:14][CH2:15][C:16]2[CH:17]=[CH:18][C:19]3[O:24][CH2:23][CH2:22][N:21]([CH2:25][CH2:26][CH2:27][O:28][CH3:29])[C:20]=3[CH:30]=2)=[C:4]([CH2:32][CH2:33][O:34][CH3:35])[CH:3]=1.[C:36]1([CH3:46])[CH:41]=[CH:40][C:39]([S:42](Cl)(=[O:44])=[O:43])=[CH:38][CH:37]=1, predict the reaction product. The product is: [Cl:1][C:2]1[CH:7]=[CH:6][C:5]([C@@:8]2([OH:31])[CH2:13][CH2:12][N:11]([S:42]([C:39]3[CH:40]=[CH:41][C:36]([CH3:46])=[CH:37][CH:38]=3)(=[O:44])=[O:43])[CH2:10][C@@H:9]2[O:14][CH2:15][C:16]2[CH:17]=[CH:18][C:19]3[O:24][CH2:23][CH2:22][N:21]([CH2:25][CH2:26][CH2:27][O:28][CH3:29])[C:20]=3[CH:30]=2)=[C:4]([CH2:32][CH2:33][O:34][CH3:35])[CH:3]=1. (2) Given the reactants [Br:1][C:2]1[CH:7]=[CH:6][C:5](I)=[CH:4][CH:3]=1.[CH2:9]([Sn](CCCC)(CCCC)CCCC)[CH:10]=[CH2:11], predict the reaction product. The product is: [CH2:11]([C:5]1[CH:6]=[CH:7][C:2]([Br:1])=[CH:3][CH:4]=1)[CH:10]=[CH2:9]. (3) Given the reactants C[O:2][C:3]1[CH:8]=[CH:7][C:6]([C@@H:9]2[N:14]3[CH2:15][CH2:16][N:17]([C:19]([C:21]4[CH:22]=[N:23][C:24]([C:27]([F:30])([F:29])[F:28])=[CH:25][CH:26]=4)=[O:20])[CH2:18][C@@H:13]3[CH2:12][CH2:11][CH2:10]2)=[C:5]([CH3:31])[C:4]=1[CH3:32].Cl, predict the reaction product. The product is: [OH:2][C:3]1[CH:8]=[CH:7][C:6]([C@@H:9]2[N:14]3[CH2:15][CH2:16][N:17]([C:19]([C:21]4[CH:22]=[N:23][C:24]([C:27]([F:30])([F:29])[F:28])=[CH:25][CH:26]=4)=[O:20])[CH2:18][C@@H:13]3[CH2:12][CH2:11][CH2:10]2)=[C:5]([CH3:31])[C:4]=1[CH3:32]. (4) Given the reactants Cl[C:2]1[C:7]([Cl:8])=[CH:6][CH:5]=[CH:4][N:3]=1.ClCCl.[CH3:12][N:13](C)C=O, predict the reaction product. The product is: [C:12]([C:2]1[C:7]([Cl:8])=[CH:6][CH:5]=[CH:4][N:3]=1)#[N:13].